The task is: Predict the product of the given reaction.. This data is from Forward reaction prediction with 1.9M reactions from USPTO patents (1976-2016). (1) Given the reactants [C:1]([O:5][C:6]([NH:8][C@@H:9]([C@H:13]([C:15]1[CH:20]=[CH:19][C:18]([O:21][CH2:22][CH2:23][C@H:24]([CH:26]2[CH2:31][CH2:30][N:29]([C:32]3[O:36][N:35]=[C:34]([CH:37]([CH3:39])[CH3:38])[N:33]=3)[CH2:28][CH2:27]2)[CH3:25])=[CH:17][C:16]=1[F:40])[CH3:14])[C:10]([OH:12])=O)=[O:7])([CH3:4])([CH3:3])[CH3:2].[NH:41]1[CH2:45][CH2:44][CH2:43][C@H:42]1[C:46]([NH2:48])=[O:47], predict the reaction product. The product is: [C:1]([O:5][C:6](=[O:7])[NH:8][C@H:9]([C:10]([N:41]1[CH2:45][CH2:44][CH2:43][C@H:42]1[C:46](=[O:47])[NH2:48])=[O:12])[C@H:13]([C:15]1[CH:20]=[CH:19][C:18]([O:21][CH2:22][CH2:23][C@H:24]([CH:26]2[CH2:27][CH2:28][N:29]([C:32]3[O:36][N:35]=[C:34]([CH:37]([CH3:39])[CH3:38])[N:33]=3)[CH2:30][CH2:31]2)[CH3:25])=[CH:17][C:16]=1[F:40])[CH3:14])([CH3:3])([CH3:2])[CH3:4]. (2) The product is: [Cl:33][C:19]1[CH:18]=[C:17]([CH:22]=[CH:21][C:20]=1[NH:23][C:24]([NH:37][CH:34]1[CH2:36][CH2:35]1)=[O:25])[O:16][C:7]1[C:6]2[C:11](=[CH:12][C:13]([O:14][CH3:15])=[C:4]([C:1]([NH2:2])=[O:3])[CH:5]=2)[N:10]=[CH:9][CH:8]=1. Given the reactants [C:1]([C:4]1[CH:5]=[C:6]2[C:11](=[CH:12][C:13]=1[O:14][CH3:15])[N:10]=[CH:9][CH:8]=[C:7]2[O:16][C:17]1[CH:22]=[CH:21][C:20]([NH:23][C:24](=O)[O:25]C2C=CC=CC=2)=[C:19]([Cl:33])[CH:18]=1)(=[O:3])[NH2:2].[CH:34]1([NH2:37])[CH2:36][CH2:35]1.O.C(O)C, predict the reaction product. (3) Given the reactants Cl[C:2]1[N:7]=[C:6]([C:8]2[C:16]3[C:11](=[CH:12][CH:13]=[CH:14][CH:15]=3)[NH:10][CH:9]=2)[C:5]([Cl:17])=[CH:4][N:3]=1.[F:18][C:19]1[C:20]([N:28]2[CH2:33][CH2:32][CH:31]([N:34]3[CH2:39][CH2:38][N:37]([CH3:40])[CH2:36][CH2:35]3)[CH2:30][CH2:29]2)=[CH:21][C:22]([O:26][CH3:27])=[C:23]([CH:25]=1)[NH2:24], predict the reaction product. The product is: [Cl:17][C:5]1[C:6]([C:8]2[C:16]3[C:11](=[CH:12][CH:13]=[CH:14][CH:15]=3)[NH:10][CH:9]=2)=[N:7][C:2]([NH:24][C:23]2[CH:25]=[C:19]([F:18])[C:20]([N:28]3[CH2:29][CH2:30][CH:31]([N:34]4[CH2:35][CH2:36][N:37]([CH3:40])[CH2:38][CH2:39]4)[CH2:32][CH2:33]3)=[CH:21][C:22]=2[O:26][CH3:27])=[N:3][CH:4]=1. (4) Given the reactants [CH3:1][N:2]1[C:10]2[C:5](=[CH:6][CH:7]=[CH:8][CH:9]=2)[CH:4]=[CH:3]1.[Cl-].[CH3:12][O:13][C:14]1[CH:15]=[C:16]([CH:21]=[CH:22][C:23]=1[O:24][CH3:25])[CH:17]=[N+:18]([CH3:20])[CH3:19].COC1C=C(C=CC=1OC)C=O.CNC, predict the reaction product. The product is: [CH3:12][O:13][C:14]1[CH:15]=[C:16]([CH:17]([N:18]([CH3:20])[CH3:19])[C:4]2[C:5]3[C:10](=[CH:9][CH:8]=[CH:7][CH:6]=3)[N:2]([CH3:1])[CH:3]=2)[CH:21]=[CH:22][C:23]=1[O:24][CH3:25]. (5) Given the reactants [CH3:1][O:2][C:3]1[CH:4]=[C:5]2[CH2:14][CH:13]([CH2:15][CH:16]3[CH2:21][CH2:20][N:19]([CH2:22][C:23]4[CH:24]=[CH:25][CH:26]=[CH:27][CH:28]=4)[CH2:18][CH2:17]3)[C:11](=[O:12])[C:6]2=[CH:7][C:8]=1[O:9][CH3:10].C(OC(C)C)(C)C.[ClH:36], predict the reaction product. The product is: [CH3:1][O:2][C:3]1[CH:4]=[C:5]2[CH2:14][CH:13]([CH2:15][CH:16]3[CH2:17][CH2:18][N:19]([CH2:22][C:23]4[CH:28]=[CH:27][CH:26]=[CH:25][CH:24]=4)[CH2:20][CH2:21]3)[C:11](=[O:12])[C:6]2=[CH:7][C:8]=1[O:9][CH3:10].[ClH:36]. (6) Given the reactants [CH3:1][O:2][C:3](=[O:27])[C:4]([NH:16]C(OCC1C=CC=CC=1)=O)=[CH:5][C:6]1[CH:7]=[C:8]2[C:12](=[C:13]([Cl:15])[CH:14]=1)[NH:11][N:10]=[CH:9]2.FC(F)(F)C(O)=O, predict the reaction product. The product is: [CH3:1][O:2][C:3](=[O:27])[CH:4]([NH2:16])[CH2:5][C:6]1[CH:7]=[C:8]2[C:12](=[C:13]([Cl:15])[CH:14]=1)[NH:11][N:10]=[CH:9]2. (7) The product is: [Br:1][C:2]1[CH:7]=[C:6]([O:8][CH3:9])[C:5]([O:10][CH3:11])=[CH:4][C:3]=1[CH2:12][C:13]([N:22]1[CH2:26][CH2:25][C:24]([C:27]2[CH:32]=[CH:31][C:30]([OH:33])=[CH:29][CH:28]=2)=[N:23]1)=[O:15]. Given the reactants [Br:1][C:2]1[CH:7]=[C:6]([O:8][CH3:9])[C:5]([O:10][CH3:11])=[CH:4][C:3]=1[CH2:12][C:13]([OH:15])=O.C(Cl)(=O)C(Cl)=O.[NH:22]1[CH2:26][CH2:25][C:24]([C:27]2[CH:32]=[CH:31][C:30]([OH:33])=[CH:29][CH:28]=2)=[N:23]1, predict the reaction product. (8) Given the reactants [NH2:1][C@H:2]([C:34]1[CH:39]=[CH:38][CH:37]=[CH:36][CH:35]=1)[CH2:3][N:4]1[C:9](=[O:10])[C:8]([C:11]2[CH:16]=[CH:15][CH:14]=[C:13]([O:17][CH3:18])[C:12]=2[F:19])=[C:7]([CH3:20])[N:6]([CH2:21][C:22]2[C:27]([C:28]([F:31])([F:30])[F:29])=[CH:26][CH:25]=[CH:24][C:23]=2[F:32])[C:5]1=[O:33].C(N(C(C)C)CC)(C)C.[CH2:49]([O:51][C:52](=[O:57])[CH2:53][CH2:54][CH2:55]Br)[CH3:50].C(OC(C)C)(=O)C, predict the reaction product. The product is: [CH2:49]([O:51][C:52](=[O:57])[CH2:53][CH2:54][CH2:55][NH:1][C@H:2]([C:34]1[CH:39]=[CH:38][CH:37]=[CH:36][CH:35]=1)[CH2:3][N:4]1[C:9](=[O:10])[C:8]([C:11]2[CH:16]=[CH:15][CH:14]=[C:13]([O:17][CH3:18])[C:12]=2[F:19])=[C:7]([CH3:20])[N:6]([CH2:21][C:22]2[C:27]([C:28]([F:29])([F:31])[F:30])=[CH:26][CH:25]=[CH:24][C:23]=2[F:32])[C:5]1=[O:33])[CH3:50]. (9) Given the reactants [CH3:1][C:2]1[CH:7]=[C:6]([S:8][CH3:9])[CH:5]=[C:4]([CH3:10])[CH:3]=1.Cl[CH:12]([O:14][CH3:15])Cl.Cl, predict the reaction product. The product is: [CH3:1][C:2]1[CH:7]=[C:6]([S:8][CH3:9])[CH:5]=[C:4]([CH3:10])[C:3]=1[CH:12]=[O:14].[CH3:10][C:4]1[CH:3]=[C:2]([CH3:1])[CH:7]=[C:6]([S:8][CH3:9])[C:5]=1[CH:15]=[O:14]. (10) Given the reactants [CH:1]([C:3]1[CH:11]=[CH:10][C:6]([C:7]([OH:9])=[O:8])=[CH:5][C:4]=1[OH:12])=[O:2].[C:13](OC(O[C:13]([CH3:16])([CH3:15])[CH3:14])N(C)C)([CH3:16])([CH3:15])[CH3:14], predict the reaction product. The product is: [CH:1]([C:3]1[CH:11]=[CH:10][C:6]([C:7]([O:9][C:13]([CH3:16])([CH3:15])[CH3:14])=[O:8])=[CH:5][C:4]=1[OH:12])=[O:2].